From a dataset of Catalyst prediction with 721,799 reactions and 888 catalyst types from USPTO. Predict which catalyst facilitates the given reaction. (1) Reactant: [C:1]1([CH3:30])[CH:6]=[CH:5][CH:4]=[C:3]([C:7]2[O:11][CH:10]=[N:9][C:8]=2[C:12]([NH:14][C:15]2[CH:16]=[N:17][N:18]([CH2:20][CH2:21][NH:22]C(=O)OC(C)(C)C)[CH:19]=2)=[O:13])[CH:2]=1.C(O)(C(F)(F)F)=O. Product: [NH2:22][CH2:21][CH2:20][N:18]1[CH:19]=[C:15]([NH:14][C:12]([C:8]2[N:9]=[CH:10][O:11][C:7]=2[C:3]2[CH:2]=[C:1]([CH3:30])[CH:6]=[CH:5][CH:4]=2)=[O:13])[CH:16]=[N:17]1. The catalyst class is: 2. (2) Reactant: [Na].[Cl:2][C:3]1[CH:8]=[CH:7][CH:6]=[CH:5][C:4]=1[OH:9].[O:10]1[CH2:14][CH2:13][CH2:12][C:11]1=[O:15]. Product: [Cl:2][C:3]1[CH:8]=[CH:7][CH:6]=[CH:5][C:4]=1[O:9][CH2:14][CH2:13][CH2:12][C:11]([OH:15])=[O:10]. The catalyst class is: 8. (3) Reactant: [Br:1][C:2]1[CH:3]=[N:4][C:5](F)=[C:6]([CH:9]=1)[C:7]#[N:8].[F:11][C@H:12]1[CH2:16][CH2:15][NH:14][CH2:13]1. Product: [Br:1][C:2]1[CH:3]=[N:4][C:5]([N:14]2[CH2:15][CH2:16][C@H:12]([F:11])[CH2:13]2)=[C:6]([CH:9]=1)[C:7]#[N:8]. The catalyst class is: 23. (4) Reactant: [Br:1][C:2]1[N:28]=[CH:27][C:5]2=[N:6][C:7](Cl)=[C:8]([N:10]3[CH2:15][CH2:14][CH:13]([C@@H:16]([C:18]4[CH:23]=[CH:22][C:21]([F:24])=[CH:20][C:19]=4[F:25])[F:17])[CH2:12][CH2:11]3)[N:9]=[C:4]2[CH:3]=1.[CH:29]1([NH2:32])[CH2:31][CH2:30]1.CCN(C(C)C)C(C)C. Product: [Br:1][C:2]1[N:28]=[CH:27][C:5]2=[N:6][C:7]([NH:32][CH:29]3[CH2:31][CH2:30]3)=[C:8]([N:10]3[CH2:15][CH2:14][CH:13]([C@@H:16]([C:18]4[CH:23]=[CH:22][C:21]([F:24])=[CH:20][C:19]=4[F:25])[F:17])[CH2:12][CH2:11]3)[N:9]=[C:4]2[CH:3]=1. The catalyst class is: 12. (5) Reactant: [F:1][CH:2]([F:13])[C:3]1[C:7]([C:8](Cl)=[O:9])=[C:6]([F:11])[N:5]([CH3:12])[N:4]=1.[CH3:14][C:15]1([C:19]2[CH:29]=[CH:28][CH:27]=[CH:26][C:20]=2[CH2:21][NH:22][CH:23]2[CH2:25][CH2:24]2)[CH2:18][O:17][CH2:16]1.C(N(CC)CC)C. Product: [CH:23]1([N:22]([CH2:21][C:20]2[CH:26]=[CH:27][CH:28]=[CH:29][C:19]=2[C:15]2([CH3:14])[CH2:16][O:17][CH2:18]2)[C:8]([C:7]2[C:3]([CH:2]([F:13])[F:1])=[N:4][N:5]([CH3:12])[C:6]=2[F:11])=[O:9])[CH2:24][CH2:25]1. The catalyst class is: 7. (6) Reactant: [Cl:1][C:2]1[CH:3]=[C:4]([C:7]2[O:11][N:10]=[C:9]([C@@H:12]3[CH2:17][N:16](C(OC(C)(C)C)=O)[C@H:15]([CH3:25])[CH2:14][CH2:13]3)[N:8]=2)[NH:5][CH:6]=1.C(O)(C(F)(F)F)=O. Product: [Cl:1][C:2]1[CH:3]=[C:4]([C:7]2[O:11][N:10]=[C:9]([C@@H:12]3[CH2:17][NH:16][C@H:15]([CH3:25])[CH2:14][CH2:13]3)[N:8]=2)[NH:5][CH:6]=1. The catalyst class is: 2. (7) Reactant: [N+:1]([C:4]1[CH:5]=[C:6]2[C:10](=[CH:11][CH:12]=1)[NH:9][CH:8]=[C:7]2[C:13]1[CH:17]=[CH:16][N:15]([C:18]([O:20][C:21]([CH3:24])([CH3:23])[CH3:22])=[O:19])[CH:14]=1)([O-:3])=[O:2].[H-].[Na+].[CH3:27]I. Product: [CH3:27][N:9]1[C:10]2[C:6](=[CH:5][C:4]([N+:1]([O-:3])=[O:2])=[CH:12][CH:11]=2)[C:7]([C:13]2[CH:17]=[CH:16][N:15]([C:18]([O:20][C:21]([CH3:24])([CH3:23])[CH3:22])=[O:19])[CH:14]=2)=[CH:8]1. The catalyst class is: 1. (8) Reactant: [OH:1][C:2]1[CH:7]=[CH:6][C:5]([CH2:8][CH2:9][N:10]2[C:18]3[N:17]=[C:16]([C:19]45[CH2:26][CH2:25][C:22]([C:27]([OH:29])=[O:28])([CH2:23][CH2:24]4)[CH2:21][CH2:20]5)[NH:15][C:14]=3[C:13](=[O:30])[N:12]([CH2:31][CH2:32][CH3:33])[C:11]2=[O:34])=[CH:4][CH:3]=1.[OH-].[Na+].[I:37]I. Product: [OH:1][C:2]1[CH:7]=[CH:6][C:5]([CH2:8][CH2:9][N:10]2[C:18]3[N:17]=[C:16]([C:19]45[CH2:20][CH2:21][C:22]([C:27]([OH:29])=[O:28])([CH2:25][CH2:26]4)[CH2:23][CH2:24]5)[NH:15][C:14]=3[C:13](=[O:30])[N:12]([CH2:31][CH2:32][CH3:33])[C:11]2=[O:34])=[CH:4][C:3]=1[I:37]. The catalyst class is: 97. (9) Reactant: C([O:3][C:4]([C:6]1[N:10]=[C:9]([C:11]2[CH:16]=[CH:15][C:14]([C:17]#[N:18])=[CH:13][C:12]=2[F:19])[O:8][N:7]=1)=[O:5])C.[Li+].[OH-]. Product: [C:17]([C:14]1[CH:15]=[CH:16][C:11]([C:9]2[O:8][N:7]=[C:6]([C:4]([OH:5])=[O:3])[N:10]=2)=[C:12]([F:19])[CH:13]=1)#[N:18]. The catalyst class is: 7. (10) Reactant: [O:1]1[C:5]2[CH:6]=[CH:7][C:8]([CH2:10][C:11](=[N:13][NH:14][C:15](=[S:17])[NH2:16])[CH3:12])=[CH:9][C:4]=2[O:3][CH2:2]1.Br[CH2:19][C:20]([C:22]1[CH:27]=[CH:26][C:25]([O:28][CH3:29])=[CH:24][CH:23]=1)=O. Product: [O:1]1[C:5]2[CH:6]=[CH:7][C:8]([CH2:10][C:11](=[N:13][NH:14][C:15]3[S:17][CH:19]=[C:20]([C:22]4[CH:27]=[CH:26][C:25]([O:28][CH3:29])=[CH:24][CH:23]=4)[N:16]=3)[CH3:12])=[CH:9][C:4]=2[O:3][CH2:2]1. The catalyst class is: 1.